This data is from Full USPTO retrosynthesis dataset with 1.9M reactions from patents (1976-2016). The task is: Predict the reactants needed to synthesize the given product. (1) Given the product [CH3:13][N:14]([C:22]1[CH:23]=[CH:24][CH:25]=[CH:26][CH:27]=1)[C:15]1[CH:20]=[CH:19][C:18]([O:21][C:2]2[N:3]=[C:4]([OH:12])[C:5]3[CH:11]=[CH:10][N:9]=[CH:8][C:6]=3[N:7]=2)=[CH:17][CH:16]=1, predict the reactants needed to synthesize it. The reactants are: Cl[C:2]1[N:3]=[C:4]([OH:12])[C:5]2[CH:11]=[CH:10][N:9]=[CH:8][C:6]=2[N:7]=1.[CH3:13][N:14]([C:22]1[CH:27]=[CH:26][CH:25]=[CH:24][CH:23]=1)[C:15]1[CH:20]=[CH:19][C:18]([OH:21])=[CH:17][CH:16]=1. (2) Given the product [CH3:1][CH:2]([C:5]1[C:9](/[CH:10]=[CH:30]/[C:31]([O:33][CH2:34][CH3:35])=[O:32])=[CH:8][N:7]([C:12]2[CH:17]=[CH:16][C:15]([C:18]([F:21])([F:20])[F:19])=[CH:14][N:13]=2)[N:6]=1)[CH2:3][CH3:4], predict the reactants needed to synthesize it. The reactants are: [CH3:1][CH:2]([C:5]1[C:9]([CH:10]=O)=[CH:8][N:7]([C:12]2[CH:17]=[CH:16][C:15]([C:18]([F:21])([F:20])[F:19])=[CH:14][N:13]=2)[N:6]=1)[CH2:3][CH3:4].C(OP([CH2:30][C:31]([O:33][CH2:34][CH3:35])=[O:32])(OCC)=O)C.CN(C)C=O.[H-].[Na+]. (3) Given the product [C:3]1([CH3:22])[CH:8]=[CH:7][CH:6]=[CH:5][C:4]=1[O:9][CH:10]([C:12]1[CH:13]=[CH:14][C:15]([C:16]([OH:18])=[O:17])=[CH:20][CH:21]=1)[CH3:11], predict the reactants needed to synthesize it. The reactants are: [OH-].[Li+].[C:3]1([CH3:22])[CH:8]=[CH:7][CH:6]=[CH:5][C:4]=1[O:9][CH:10]([C:12]1[CH:21]=[CH:20][C:15]([C:16]([O:18]C)=[O:17])=[CH:14][CH:13]=1)[CH3:11]. (4) Given the product [S:14]([NH:1][C:2]1[CH:9]=[CH:8][CH:7]=[C:6]([CH:10]=[C:11]([CH3:13])[CH3:12])[C:3]=1[C:4]#[N:5])(=[O:17])(=[O:16])[NH2:15], predict the reactants needed to synthesize it. The reactants are: [NH2:1][C:2]1[CH:9]=[CH:8][CH:7]=[C:6]([CH:10]=[C:11]([CH3:13])[CH3:12])[C:3]=1[C:4]#[N:5].[S:14](Cl)(=[O:17])(=[O:16])[NH2:15]. (5) Given the product [O:37]=[S:32]1(=[O:38])[CH2:36][CH2:35][CH2:34][N:33]1[C:2]1[CH:3]=[CH:4][C:5]([C:15]([N:17]2[CH2:22][CH2:21][N:20]([C:23]3[C:28]([CH3:29])=[CH:27][C:26]([CH3:30])=[C:25]([CH3:31])[N:24]=3)[CH2:19][CH2:18]2)=[O:16])=[C:6]([N:8]2[CH2:12][CH2:11][N:10]([CH3:13])[C:9]2=[O:14])[CH:7]=1, predict the reactants needed to synthesize it. The reactants are: Cl[C:2]1[CH:3]=[CH:4][C:5]([C:15]([N:17]2[CH2:22][CH2:21][N:20]([C:23]3[C:28]([CH3:29])=[CH:27][C:26]([CH3:30])=[C:25]([CH3:31])[N:24]=3)[CH2:19][CH2:18]2)=[O:16])=[C:6]([N:8]2[CH2:12][CH2:11][N:10]([CH3:13])[C:9]2=[O:14])[CH:7]=1.[S:32]1(=[O:38])(=[O:37])[CH2:36][CH2:35][CH2:34][NH:33]1. (6) Given the product [C:1]([O:5][C:6](=[O:57])[C:7]([O:10]/[N:11]=[C:12](/[C:43]1[N:44]=[C:45]([NH:49][C:50]([O:52][C:53]([CH3:56])([CH3:55])[CH3:54])=[O:51])[S:46][C:47]=1[Cl:48])\[C:13]([NH:15][C@@H:16]1[C:23](=[O:24])[N:22]2[C@@H:17]1[S@:18](=[O:66])[CH2:19][C:20]([CH2:41][Cl:42])=[C:21]2[C:25]([O:27][CH:28]([C:35]1[CH:40]=[CH:39][CH:38]=[CH:37][CH:36]=1)[C:29]1[CH:34]=[CH:33][CH:32]=[CH:31][CH:30]=1)=[O:26])=[O:14])([CH3:8])[CH3:9])([CH3:2])([CH3:3])[CH3:4], predict the reactants needed to synthesize it. The reactants are: [C:1]([O:5][C:6](=[O:57])[C:7]([O:10]/[N:11]=[C:12](/[C:43]1[N:44]=[C:45]([NH:49][C:50]([O:52][C:53]([CH3:56])([CH3:55])[CH3:54])=[O:51])[S:46][C:47]=1[Cl:48])\[C:13]([NH:15][C@@H:16]1[C:23](=[O:24])[N:22]2[C@@H:17]1[S:18][CH2:19][C:20]([CH2:41][Cl:42])=[C:21]2[C:25]([O:27][CH:28]([C:35]1[CH:40]=[CH:39][CH:38]=[CH:37][CH:36]=1)[C:29]1[CH:34]=[CH:33][CH:32]=[CH:31][CH:30]=1)=[O:26])=[O:14])([CH3:9])[CH3:8])([CH3:4])([CH3:3])[CH3:2].C1C=C(Cl)C=C(C(OO)=[O:66])C=1.[O-]S([O-])(=S)=O.[Na+].[Na+]. (7) Given the product [CH:6]([C:2]1([C:9]2[CH:14]=[CH:13][CH:12]=[CH:11][CH:10]=2)[NH:1][C:19](=[S:20])[N:18]([CH3:17])[C:3]1=[O:4])([CH3:8])[CH3:7], predict the reactants needed to synthesize it. The reactants are: [NH2:1][C:2]([C:9]1[CH:14]=[CH:13][CH:12]=[CH:11][CH:10]=1)([CH:6]([CH3:8])[CH3:7])[C:3](O)=[O:4].[OH-].[K+].[CH3:17][N:18]=[C:19]=[S:20].Cl. (8) The reactants are: [C:1]([C:4]1[CH:9]=[CH:8][C:7]([S:10][CH2:11][C:12]([OH:14])=[O:13])=[CH:6][CH:5]=1)(=[O:3])[CH3:2].[S:15]1[C:19]([C:20]2[C:21]([O:30][CH3:31])=[CH:22][C:23]([O:28][CH3:29])=[C:24]([CH:27]=2)[CH:25]=O)=[CH:18][C:17]2[CH:32]=[CH:33][CH:34]=[CH:35][C:16]1=2. Given the product [S:15]1[C:19]([C:20]2[C:21]([O:30][CH3:31])=[CH:22][C:23]([O:28][CH3:29])=[C:24](/[CH:25]=[CH:2]/[C:1]([C:4]3[CH:5]=[CH:6][C:7]([S:10][CH2:11][C:12]([OH:14])=[O:13])=[CH:8][CH:9]=3)=[O:3])[CH:27]=2)=[CH:18][C:17]2[CH:32]=[CH:33][CH:34]=[CH:35][C:16]1=2, predict the reactants needed to synthesize it. (9) Given the product [CH2:28]([O:27][C:25]([N:10]1[C:5]2[C:6](=[N:7][C:2]([Cl:1])=[CH:3][CH:4]=2)[CH:8]=[C:9]1[O:11][C:21]([O:22][CH2:23][CH3:19])=[O:30])=[O:26])[CH3:29], predict the reactants needed to synthesize it. The reactants are: [Cl:1][C:2]1[N:7]=[C:6]2[CH2:8][C:9](=[O:11])[NH:10][C:5]2=[CH:4][CH:3]=1.C(N(CC)CC)C.[CH2:19]1[CH2:23][O:22][CH2:21]C1.Cl[C:25]([O:27][CH2:28][CH3:29])=[O:26].[OH2:30]. (10) Given the product [CH3:11][C:12]1[S:29][C:15]2=[N:16][C:17]([C:23]3[CH:28]=[CH:27][CH:26]=[CH:25][N:24]=3)=[C:18]([C@@H:20]([NH:22][C:2]3[N:10]=[CH:9][N:8]=[C:7]4[C:3]=3[N:4]=[CH:5][NH:6]4)[CH3:21])[CH:19]=[C:14]2[CH:13]=1, predict the reactants needed to synthesize it. The reactants are: Cl[C:2]1[N:10]=[CH:9][N:8]=[C:7]2[C:3]=1[NH:4][CH:5]=[N:6]2.[CH3:11][C:12]1[S:29][C:15]2=[N:16][C:17]([C:23]3[CH:28]=[CH:27][CH:26]=[CH:25][N:24]=3)=[C:18]([C@@H:20]([NH2:22])[CH3:21])[CH:19]=[C:14]2[CH:13]=1.CCN(C(C)C)C(C)C.